From a dataset of Full USPTO retrosynthesis dataset with 1.9M reactions from patents (1976-2016). Predict the reactants needed to synthesize the given product. Given the product [CH2:15]([O:14][C:12]([CH:26]1[N:36]=[C:37]([CH:38]([CH3:43])[CH3:39])[C:42]2[CH:41]=[CH:55][CH:56]=[CH:53][C:54]=2[N:49]([NH2:32])[C:25]1=[O:29])=[O:13])[C:16]1[CH:17]=[CH:18][CH:19]=[CH:20][CH:21]=1, predict the reactants needed to synthesize it. The reactants are: N1(C(C(O)=O)N[C:12]([O:14][CH2:15][C:16]2[CH:21]=[CH:20][CH:19]=[CH:18][CH:17]=2)=[O:13])C2C=CC=CC=2N=N1.[C:25](Cl)(=[O:29])[C:26](Cl)=O.C[N:32](C=O)C.[NH2:36][C:37]1[CH:42]=[CH:41]C=[CH:39][C:38]=1[C:43](=O)CCC.C[N:49]1[CH2:54][CH2:53]OCC1.[C:55]([O-])(=O)[CH3:56].[NH4+].